From a dataset of Full USPTO retrosynthesis dataset with 1.9M reactions from patents (1976-2016). Predict the reactants needed to synthesize the given product. (1) Given the product [ClH:22].[NH2:20][CH2:19][C:15]1[CH:16]=[C:17]2[C:12](=[CH:13][CH:14]=1)[C:11](=[O:21])[N:10]([C:2]1([CH3:1])[CH2:7][CH2:6][C:5](=[O:8])[NH:4][C:3]1=[O:9])[CH2:18]2, predict the reactants needed to synthesize it. The reactants are: [CH3:1][C:2]1([N:10]2[CH2:18][C:17]3[C:12](=[CH:13][CH:14]=[C:15]([C:19]#[N:20])[CH:16]=3)[C:11]2=[O:21])[CH2:7][CH2:6][C:5](=[O:8])[NH:4][C:3]1=[O:9].[ClH:22]. (2) The reactants are: Br[C:2]([F:9])([F:8])[C:3]([O:5][CH2:6][CH3:7])=[O:4].C1COCC1.[CH2:15]([CH:18]1[CH2:23][CH2:22][CH:21]([CH:24]2[CH2:29][CH2:28][CH:27]([CH:30]=[O:31])[CH2:26][CH2:25]2)[CH2:20][CH2:19]1)[CH2:16][CH3:17].Cl. Given the product [F:8][C:2]([F:9])([CH:30]([OH:31])[CH:27]1[CH2:26][CH2:25][CH:24]([CH:21]2[CH2:22][CH2:23][CH:18]([CH2:15][CH2:16][CH3:17])[CH2:19][CH2:20]2)[CH2:29][CH2:28]1)[C:3]([O:5][CH2:6][CH3:7])=[O:4], predict the reactants needed to synthesize it. (3) Given the product [CH3:1][C:2]1[N:7]2[N:8]=[C:9]([NH:11][C:14]3[CH:19]=[CH:18][C:17]([N:20]4[CH:24]=[C:23]([CH3:25])[N:22]=[CH:21]4)=[C:16]([O:26][CH3:27])[CH:15]=3)[N:10]=[C:6]2[CH:5]=[C:4]([CH3:12])[CH:3]=1, predict the reactants needed to synthesize it. The reactants are: [CH3:1][C:2]1[N:7]2[N:8]=[C:9]([NH2:11])[N:10]=[C:6]2[CH:5]=[C:4]([CH3:12])[CH:3]=1.Br[C:14]1[CH:19]=[CH:18][C:17]([N:20]2[CH:24]=[C:23]([CH3:25])[N:22]=[CH:21]2)=[C:16]([O:26][CH3:27])[CH:15]=1.C(Cl)Cl. (4) Given the product [CH:4]1[C:5]2[C:10](=[CH:9][CH:8]=[CH:7][CH:6]=2)[CH:11]=[CH:12][C:3]=1[CH2:2][S:13]([O-:16])(=[O:15])=[O:14].[Na+:17], predict the reactants needed to synthesize it. The reactants are: Br[CH2:2][C:3]1[CH:12]=[CH:11][C:10]2[C:5](=[CH:6][CH:7]=[CH:8][CH:9]=2)[CH:4]=1.[S:13]([O-:16])([O-:15])=[O:14].[Na+:17].[Na+]. (5) Given the product [CH3:35][N:34]([CH3:36])[C:33]1[CH:37]=[CH:38][CH:39]=[C:40]2[C:32]=1[CH:31]=[CH:30][CH:29]=[C:28]2[S:25]([NH:7][C:8]1[CH:9]=[C:10]([CH:20]=[CH:21][C:22]=1[O:23][CH3:24])[C:11]([NH:13][C:14]1[CH:19]=[CH:18][CH:17]=[CH:16][CH:15]=1)=[O:12])(=[O:27])=[O:26], predict the reactants needed to synthesize it. The reactants are: N1C=CC=CC=1.[NH2:7][C:8]1[CH:9]=[C:10]([CH:20]=[CH:21][C:22]=1[O:23][CH3:24])[C:11]([NH:13][C:14]1[CH:19]=[CH:18][CH:17]=[CH:16][CH:15]=1)=[O:12].[S:25](Cl)([C:28]1[C:40]2[CH:39]=[CH:38][CH:37]=[C:33]([N:34]([CH3:36])[CH3:35])[C:32]=2[CH:31]=[CH:30][CH:29]=1)(=[O:27])=[O:26]. (6) Given the product [CH2:12]([O:11][C:9]([C:7]1[CH:8]=[C:4]([CH2:1][CH2:2][CH3:3])[N:5]([CH2:21][C:18]2[CH:17]=[N:16][C:15]([Br:14])=[CH:20][CH:19]=2)[N:6]=1)=[O:10])[CH3:13], predict the reactants needed to synthesize it. The reactants are: [CH2:1]([C:4]1[CH:8]=[C:7]([C:9]([O:11][CH2:12][CH3:13])=[O:10])[NH:6][N:5]=1)[CH2:2][CH3:3].[Br:14][C:15]1[CH:20]=[CH:19][C:18]([CH2:21]Br)=[CH:17][N:16]=1.C(=O)([O-])[O-].[K+].[K+].CN(C=O)C.C([O-])(O)=O.[Na+]. (7) Given the product [NH:22]1[CH2:23][CH2:24][CH:19]([C:14]2[N:15]=[CH:16][CH:17]=[CH:18][C:13]=2[C:11]#[N:12])[CH2:20][CH2:21]1, predict the reactants needed to synthesize it. The reactants are: CC1(C)C(C)(C)OB(O)O1.[C:11]([C:13]1[C:14]([C:19]2[CH2:20][CH2:21][N:22](C(OCC3C=CC=CC=3)=O)[CH2:23][CH:24]=2)=[N:15][CH:16]=[CH:17][CH:18]=1)#[N:12].